Dataset: NCI-60 drug combinations with 297,098 pairs across 59 cell lines. Task: Regression. Given two drug SMILES strings and cell line genomic features, predict the synergy score measuring deviation from expected non-interaction effect. (1) Drug 2: CC1=C2C(C(=O)C3(C(CC4C(C3C(C(C2(C)C)(CC1OC(=O)C(C(C5=CC=CC=C5)NC(=O)OC(C)(C)C)O)O)OC(=O)C6=CC=CC=C6)(CO4)OC(=O)C)O)C)O. Synergy scores: CSS=5.13, Synergy_ZIP=-6.42, Synergy_Bliss=-13.5, Synergy_Loewe=-41.3, Synergy_HSA=-12.9. Drug 1: CN(C)N=NC1=C(NC=N1)C(=O)N. Cell line: COLO 205. (2) Drug 1: C(=O)(N)NO. Drug 2: CCCCC(=O)OCC(=O)C1(CC(C2=C(C1)C(=C3C(=C2O)C(=O)C4=C(C3=O)C=CC=C4OC)O)OC5CC(C(C(O5)C)O)NC(=O)C(F)(F)F)O. Cell line: NCI-H322M. Synergy scores: CSS=13.5, Synergy_ZIP=0.304, Synergy_Bliss=5.52, Synergy_Loewe=-3.38, Synergy_HSA=1.33. (3) Cell line: CAKI-1. Synergy scores: CSS=4.87, Synergy_ZIP=1.30, Synergy_Bliss=7.59, Synergy_Loewe=1.80, Synergy_HSA=2.84. Drug 2: C1C(C(OC1N2C=NC(=NC2=O)N)CO)O. Drug 1: CS(=O)(=O)OCCCCOS(=O)(=O)C. (4) Drug 1: CC1C(C(CC(O1)OC2CC(CC3=C2C(=C4C(=C3O)C(=O)C5=C(C4=O)C(=CC=C5)OC)O)(C(=O)C)O)N)O.Cl. Drug 2: CN(C)C1=NC(=NC(=N1)N(C)C)N(C)C. Cell line: NCIH23. Synergy scores: CSS=24.0, Synergy_ZIP=0.713, Synergy_Bliss=-0.688, Synergy_Loewe=-31.2, Synergy_HSA=-1.02.